This data is from Peptide-MHC class I binding affinity with 185,985 pairs from IEDB/IMGT. The task is: Regression. Given a peptide amino acid sequence and an MHC pseudo amino acid sequence, predict their binding affinity value. This is MHC class I binding data. (1) The peptide sequence is YTAVVPKVY. The MHC is HLA-B58:01 with pseudo-sequence HLA-B58:01. The binding affinity (normalized) is 0.330. (2) The binding affinity (normalized) is 0.847. The MHC is HLA-A02:01 with pseudo-sequence HLA-A02:01. The peptide sequence is ALYKGFQFI. (3) The peptide sequence is VTDGGEVGE. The MHC is HLA-A03:01 with pseudo-sequence HLA-A03:01. The binding affinity (normalized) is 0.0847.